Dataset: CYP2C9 inhibition data for predicting drug metabolism from PubChem BioAssay. Task: Regression/Classification. Given a drug SMILES string, predict its absorption, distribution, metabolism, or excretion properties. Task type varies by dataset: regression for continuous measurements (e.g., permeability, clearance, half-life) or binary classification for categorical outcomes (e.g., BBB penetration, CYP inhibition). Dataset: cyp2c9_veith. (1) The molecule is Cc1cc(C)c(S(=O)(=O)Nc2cccc(C(F)(F)F)c2)c(C)c1. The result is 0 (non-inhibitor). (2) The drug is Cc1ccc(Oc2nnc(-c3ccccc3)cc2C#N)cc1. The result is 0 (non-inhibitor). (3) The compound is Cc1noc(C)c1C(=O)N1CCC2(CCCN(Cc3nccs3)C2)CC1. The result is 0 (non-inhibitor). (4) The molecule is Cc1ncc([N+](=O)[O-])n1CC(=O)NCc1ccccc1. The result is 0 (non-inhibitor). (5) The compound is CCON=C1C(C)(C)C(C)(C)C(C)(C)C1(C)C. The result is 0 (non-inhibitor).